Dataset: Full USPTO retrosynthesis dataset with 1.9M reactions from patents (1976-2016). Task: Predict the reactants needed to synthesize the given product. (1) Given the product [N:3]1([CH2:14][C:15]([CH3:37])([CH3:16])[O:17][C:18]2[C:19]([CH2:29][CH2:30][C:31]3[CH:32]=[CH:33][CH:34]=[CH:35][CH:36]=3)=[C:20]3[C:25](=[CH:26][CH:27]=2)[C:24](=[O:28])[CH2:23][CH2:22][CH2:21]3)[CH:7]=[CH:6][N:5]=[CH:4]1, predict the reactants needed to synthesize it. The reactants are: [H-].[Na+].[NH:3]1[CH:7]=[CH:6][N:5]=[CH:4]1.FC(F)(F)S(O[CH2:14][C:15]([CH3:37])([O:17][C:18]1[CH:27]=[CH:26][C:25]2[C:24](=[O:28])[CH2:23][CH2:22][CH2:21][C:20]=2[C:19]=1[CH2:29][CH2:30][C:31]1[CH:36]=[CH:35][CH:34]=[CH:33][CH:32]=1)[CH3:16])(=O)=O. (2) Given the product [NH2:23][C:11]1[N:10]([C:3]2[C:2]([F:1])=[CH:7][C:6]([OH:8])=[CH:5][C:4]=2[F:9])[C:24](=[O:27])[CH:25]=[CH:26][C:12]=1[C:13](=[O:14])[C:15]1[CH:20]=[CH:19][C:18]([F:21])=[CH:17][C:16]=1[F:22], predict the reactants needed to synthesize it. The reactants are: [F:1][C:2]1[CH:7]=[C:6]([OH:8])[CH:5]=[C:4]([F:9])[C:3]=1[NH:10][C:11](=[NH:23])[CH2:12][C:13]([C:15]1[CH:20]=[CH:19][C:18]([F:21])=[CH:17][C:16]=1[F:22])=[O:14].[C:24](OC)(=[O:27])[C:25]#[CH:26]. (3) The reactants are: [C:1](N1C=CN=C1)(N1C=CN=C1)=[O:2].[N+:13]([C:16]1[CH:25]=[CH:24][C:19]([C:20]([NH:22][NH2:23])=[O:21])=[CH:18][CH:17]=1)([O-:15])=[O:14].C(N(CC)CC)C. Given the product [N+:13]([C:16]1[CH:25]=[CH:24][C:19]([C:20]2[O:21][C:1]([OH:2])=[N:23][N:22]=2)=[CH:18][CH:17]=1)([O-:15])=[O:14], predict the reactants needed to synthesize it. (4) Given the product [F:17][C:18]([F:28])([F:29])[C:19]1[CH:24]=[CH:23][CH:22]=[CH:21][C:20]=1[C@H:25]([O:27][C:52](=[O:37])[NH:49][C:12]1[N:8]([C:5]2[CH:4]=[CH:3][C:2]([Br:1])=[CH:7][CH:6]=2)[N:9]=[N:10][C:11]=1[CH3:16])[CH3:26], predict the reactants needed to synthesize it. The reactants are: [Br:1][C:2]1[CH:7]=[CH:6][C:5]([N:8]2[C:12](C(O)=O)=[C:11]([CH3:16])[N:10]=[N:9]2)=[CH:4][CH:3]=1.[F:17][C:18]([F:29])([F:28])[C:19]1[CH:24]=[CH:23][CH:22]=[CH:21][C:20]=1[C@H:25]([OH:27])[CH3:26].C1(P(N=[N+]=[N-])(C2C=CC=CC=2)=[O:37])C=CC=CC=1.C([N:49]([CH2:52]C)CC)C. (5) Given the product [NH2:1][C:2]1[C:3]([C:9]([OH:11])=[O:10])=[N:4][C:5]([Br:8])=[CH:6][N:7]=1, predict the reactants needed to synthesize it. The reactants are: [NH2:1][C:2]1[C:3]([C:9]([O:11]C)=[O:10])=[N:4][C:5]([Br:8])=[CH:6][N:7]=1.[OH-].[Na+].Cl. (6) Given the product [F:10][CH2:9][C:4]1[CH:5]=[CH:6][CH:7]=[CH:8][C:3]=1[CH2:2][CH:12]1[C:27]2[C:22](=[CH:23][CH:24]=[CH:25][CH:26]=2)[C:21]2([C:39]3[C:30](=[CH:31][C:32]4[O:37][CH2:36][CH2:35][O:34][C:33]=4[CH:38]=3)[O:29][CH2:28]2)[C:20]1=[O:40], predict the reactants needed to synthesize it. The reactants are: Br[CH2:2][C:3]1[CH:8]=[CH:7][CH:6]=[CH:5][C:4]=1[CH2:9][F:10].Br[CH2:12]C1CCCCO1.N1[C:27]2[C:22](=[CH:23][CH:24]=[CH:25][CH:26]=2)[C:21]2([C:39]3[C:30](=[CH:31][C:32]4[O:37][CH2:36][CH2:35][O:34][C:33]=4[CH:38]=3)[O:29][CH2:28]2)[C:20]1=[O:40]. (7) Given the product [CH3:58][C:57]1[CH:59]=[CH:60][C:54]([S:51]([O:44][CH2:43][CH2:42][C@@:10]2([O:40][CH3:41])[C@H:9]([O:8][CH2:1][C:2]3[CH:7]=[CH:6][CH:5]=[CH:4][CH:3]=3)[C@@H:14]([O:15][CH2:16][C:17]3[CH:22]=[CH:21][CH:20]=[CH:19][CH:18]=3)[C@H:13]([O:23][CH2:24][C:25]3[CH:26]=[CH:27][CH:28]=[CH:29][CH:30]=3)[C@@H:12]([CH2:31][O:32][CH2:33][C:34]3[CH:39]=[CH:38][CH:37]=[CH:36][CH:35]=3)[O:11]2)(=[O:53])=[O:52])=[CH:55][CH:56]=1, predict the reactants needed to synthesize it. The reactants are: [CH2:1]([O:8][C@@H:9]1[C@@H:14]([O:15][CH2:16][C:17]2[CH:22]=[CH:21][CH:20]=[CH:19][CH:18]=2)[C@H:13]([O:23][CH2:24][C:25]2[CH:30]=[CH:29][CH:28]=[CH:27][CH:26]=2)[C@@H:12]([CH2:31][O:32][CH2:33][C:34]2[CH:39]=[CH:38][CH:37]=[CH:36][CH:35]=2)[O:11][C@:10]1([CH2:42][CH2:43][OH:44])[O:40][CH3:41])[C:2]1[CH:7]=[CH:6][CH:5]=[CH:4][CH:3]=1.N1C=CC=CC=1.[S:51](Cl)([C:54]1[CH:60]=[CH:59][C:57]([CH3:58])=[CH:56][CH:55]=1)(=[O:53])=[O:52]. (8) Given the product [CH:18]1([CH2:17][NH:16][C:8]2[C:9]3[N:10]([CH3:15])[CH2:11][CH2:12][O:13][C:14]=3[C:5]3=[N:4][N:3]=[C:2]([C:26]4[CH:27]=[CH:28][C:23]([F:22])=[CH:24][CH:25]=4)[N:6]3[N:7]=2)[CH2:19][CH2:21]1, predict the reactants needed to synthesize it. The reactants are: Br[C:2]1[N:6]2[N:7]=[C:8]([NH:16][CH2:17][CH:18]([CH3:21])[CH2:19]C)[C:9]3[N:10]([CH3:15])[CH2:11][CH2:12][O:13][C:14]=3[C:5]2=[N:4][N:3]=1.[F:22][C:23]1[CH:28]=[CH:27][C:26](B(O)O)=[CH:25][CH:24]=1.C(=O)([O-])[O-].[Cs+].[Cs+]. (9) Given the product [CH3:11][C:12]([CH3:15])([CH3:14])/[CH:13]=[C:2](\[CH2:3][CH2:4][CH2:5][CH2:6][CH3:7])/[C:1]([O:9][CH3:10])=[O:8], predict the reactants needed to synthesize it. The reactants are: [C:1]([O:9][CH3:10])(=[O:8])[CH2:2][CH2:3][CH2:4][CH2:5][CH2:6][CH3:7].[CH:11](=O)[C:12]([CH3:15])([CH3:14])[CH3:13]. (10) Given the product [Cl:2][C:3]1[CH:4]=[C:5]2[C:12](=[O:13])[O:14][C:7](=[O:9])[C:6]2=[CH:10][CH:11]=1, predict the reactants needed to synthesize it. The reactants are: [Na+].[Cl:2][C:3]1[CH:4]=[C:5]([C:12]([OH:14])=[O:13])[C:6](=[CH:10][CH:11]=1)[C:7]([O-:9])=O.